From a dataset of Forward reaction prediction with 1.9M reactions from USPTO patents (1976-2016). Predict the product of the given reaction. (1) Given the reactants [CH:1]1([C:7]([OH:9])=[O:8])[CH2:6][CH2:5][CH2:4][CH2:3][CH2:2]1.O.[C:11](=[O:18])([S:15][CH2:16][CH3:17])[O:12][CH2:13]I, predict the reaction product. The product is: [CH2:16]([S:15][C:11]([O:12][CH2:13][O:8][C:7]([CH:1]1[CH2:6][CH2:5][CH2:4][CH2:3][CH2:2]1)=[O:9])=[O:18])[CH3:17]. (2) Given the reactants Cl[C:2]1[C:7]([CH2:8][N:9]([CH3:20])[C@@H:10]2[C:19]3[C:14](=[CH:15][CH:16]=[CH:17][CH:18]=3)[CH2:13][CH2:12][CH2:11]2)=[C:6]([CH3:21])[N:5]=[C:4]([C:22]2[C:27]([CH2:28][CH3:29])=[CH:26][CH:25]=[CH:24][C:23]=2[CH2:30][CH3:31])[N:3]=1.CC(N(C)C)=O.[O:38]1[C:42]2([CH2:47][CH2:46][NH:45][CH2:44][CH2:43]2)[O:41][CH2:40][CH2:39]1.C([O-])(O)=O.[Na+], predict the reaction product. The product is: [CH2:28]([C:27]1[CH:26]=[CH:25][CH:24]=[C:23]([CH2:30][CH3:31])[C:22]=1[C:4]1[N:3]=[C:2]([N:45]2[CH2:46][CH2:47][C:42]3([O:41][CH2:40][CH2:39][O:38]3)[CH2:43][CH2:44]2)[C:7]([CH2:8][N:9]([CH3:20])[C@@H:10]2[C:19]3[C:14](=[CH:15][CH:16]=[CH:17][CH:18]=3)[CH2:13][CH2:12][CH2:11]2)=[C:6]([CH3:21])[N:5]=1)[CH3:29].